From a dataset of Full USPTO retrosynthesis dataset with 1.9M reactions from patents (1976-2016). Predict the reactants needed to synthesize the given product. Given the product [F:1][C:2]1[CH:7]=[CH:6][C:5]([N:8]2[N:16]=[N:17][C:18]([C:21]([OH:23])=[O:22])=[N:19]2)=[CH:4][CH:3]=1, predict the reactants needed to synthesize it. The reactants are: [F:1][C:2]1[CH:7]=[CH:6][C:5]([NH2:8])=[CH:4][CH:3]=1.ClC1C=C([N:16]2N=[N:19][C:18]([C:21]([OH:23])=[O:22])=[N:17]2)C=CC=1.